This data is from Full USPTO retrosynthesis dataset with 1.9M reactions from patents (1976-2016). The task is: Predict the reactants needed to synthesize the given product. Given the product [Br-:1].[CH2:2]([N+:27]1([CH3:23])[CH2:31][CH2:30][CH2:29][CH2:28]1)[CH2:3][CH2:4][CH2:5][CH2:6][CH3:7], predict the reactants needed to synthesize it. The reactants are: [Br:1][CH2:2][CH2:3][CH2:4][CH2:5][CH2:6][CH3:7].FC(F)(F)S([N-]S(C(F)(F)F)(=O)=O)(=O)=O.[CH2:23]([N+:27]1(C)[CH2:31][CH2:30][CH2:29][CH2:28]1)CCC.